This data is from Full USPTO retrosynthesis dataset with 1.9M reactions from patents (1976-2016). The task is: Predict the reactants needed to synthesize the given product. (1) Given the product [CH2:1]([O:3][C:4](=[O:16])[C:5]([C:8]1[CH:13]=[CH:12][CH:11]=[C:10]([OH:14])[CH:9]=1)([CH3:7])[CH3:6])[CH3:2], predict the reactants needed to synthesize it. The reactants are: [CH2:1]([O:3][C:4](=[O:16])[C:5]([C:8]1[CH:13]=[CH:12][CH:11]=[C:10]([O:14]C)[CH:9]=1)([CH3:7])[CH3:6])[CH3:2].B(Br)(Br)Br.C([O-])(O)=O.[Na+]. (2) Given the product [CH2:10]([O:9][C:6]1[CH:7]=[CH:8][C:3]([N:2]([CH3:1])[C:28](=[O:36])[NH:27][C:24]2[CH:23]=[CH:22][C:21]([F:20])=[CH:26][CH:25]=2)=[C:4]([CH3:17])[CH:5]=1)[C:11]1[CH:12]=[CH:13][CH:14]=[CH:15][CH:16]=1, predict the reactants needed to synthesize it. The reactants are: [CH3:1][NH:2][C:3]1[CH:8]=[CH:7][C:6]([O:9][CH2:10][C:11]2[CH:16]=[CH:15][CH:14]=[CH:13][CH:12]=2)=[CH:5][C:4]=1[CH3:17].[H-].[Na+].[F:20][C:21]1[CH:26]=[CH:25][C:24]([NH:27][C:28](=[O:36])OC2C=CC=CC=2)=[CH:23][CH:22]=1.O.